From a dataset of Catalyst prediction with 721,799 reactions and 888 catalyst types from USPTO. Predict which catalyst facilitates the given reaction. (1) Product: [ClH:21].[S:1]1[CH2:2][CH2:3][N:4]([S:7]([C:10]2[CH:17]=[CH:16][CH:15]=[CH:14][C:11]=2[CH2:12][NH2:13])(=[O:9])=[O:8])[CH2:5][CH2:6]1. Reactant: [S:1]1[CH2:6][CH2:5][N:4]([S:7]([C:10]2[CH:17]=[CH:16][CH:15]=[CH:14][C:11]=2[C:12]#[N:13])(=[O:9])=[O:8])[CH2:3][CH2:2]1.S(C)C.[ClH:21]. The catalyst class is: 1. (2) Reactant: [Li]CCCC.[CH2:6]([OH:13])[C:7]1[CH:12]=[CH:11][CH:10]=[CH:9][CH:8]=1.CS(C)=O.Cl[CH:19]([B:21]([OH:23])[OH:22])[CH3:20].OC(C(O)(C)C)(C)C.Cl.[C@@:33]12([OH:44])[CH2:41][CH:37]([C:38]1([CH3:40])[CH3:39])[CH2:36][CH2:35][C:34]2([OH:43])[CH3:42]. Product: [CH2:6]([O:13][CH:19]([B:21]([OH:23])[OH:22])[CH3:20])[C:7]1[CH:12]=[CH:11][CH:10]=[CH:9][CH:8]=1.[C:33]12([OH:44])[CH2:41][CH:37]([C:38]1([CH3:40])[CH3:39])[CH2:36][CH2:35][C:34]2([OH:43])[CH3:42]. The catalyst class is: 1. (3) Reactant: [Cl:1][C:2]1[CH:18]=[CH:17][C:5]([CH2:6][O:7][CH2:8][C:9]2[O:13][N:12]=[C:11]([C:14]([OH:16])=O)[CH:10]=2)=[CH:4][C:3]=1[F:19].Cl.[O:21]1[CH2:25][CH2:24][CH:23]([CH2:26][NH2:27])[CH2:22]1.C(N(CC)CC)C.ON1C2C=CC=CC=2N=N1.Cl.C(N=C=NCCCN(C)C)C. Product: [O:21]1[CH2:25][CH2:24][CH:23]([CH2:26][NH:27][C:14]([C:11]2[CH:10]=[C:9]([CH2:8][O:7][CH2:6][C:5]3[CH:17]=[CH:18][C:2]([Cl:1])=[C:3]([F:19])[CH:4]=3)[O:13][N:12]=2)=[O:16])[CH2:22]1. The catalyst class is: 22. (4) Reactant: [H-].[Na+].[CH3:3][C:4]([NH2:7])([CH3:6])[CH3:5].[Cl:8][C:9]1[CH:14]=[C:13](Cl)[N:12]=[C:11]([I:16])[N:10]=1. Product: [C:4]([NH:7][C:13]1[CH:14]=[C:9]([Cl:8])[N:10]=[C:11]([I:16])[N:12]=1)([CH3:6])([CH3:5])[CH3:3]. The catalyst class is: 54. (5) Reactant: [C:1](OC)(=O)[CH2:2][SH:3].C(=O)([O-])[O-].[K+].[K+].[Br:13][C:14]1[CH:21]=[C:20]([CH3:22])[CH:19]=[C:18](Br)[C:15]=1C=O.Cl. Product: [Br:13][C:14]1[C:15]2[CH:18]=[CH:19][S:3][C:2]=2[CH:1]=[C:20]([CH3:22])[CH:21]=1. The catalyst class is: 16.